The task is: Predict the reactants needed to synthesize the given product.. This data is from Full USPTO retrosynthesis dataset with 1.9M reactions from patents (1976-2016). (1) Given the product [C-:2]#[N:1].[C-:15]#[N:16].[C:8]1([CH:7]=[CH:15][C:19]2[CH:18]=[CH:17][CH:22]=[CH:21][CH:20]=2)[CH:13]=[CH:12][CH:11]=[CH:10][CH:9]=1, predict the reactants needed to synthesize it. The reactants are: [N:1]1C=CC=C[CH:2]=1.[C:7]([C:15]#[N:16])(=O)[C:8]1[CH:13]=[CH:12][CH:11]=[CH:10][CH:9]=1.[CH3:17][CH2:18][CH2:19][CH2:20][CH2:21][CH3:22].C(Cl)Cl. (2) The reactants are: [NH2:1][C:2]([C:4]1[CH:5]=[N:6][C:7]2[C:12]([C:13]=1[NH:14][C:15]1[CH:16]=[C:17]([CH:22]=[C:23]([I:25])[CH:24]=1)[C:18]([O:20]C)=[O:19])=[CH:11][CH:10]=[C:9]([C:26]1[C:27]([CH3:32])=[N:28][O:29][C:30]=1[CH3:31])[CH:8]=2)=[O:3].[OH-].[Na+]. Given the product [NH2:1][C:2]([C:4]1[CH:5]=[N:6][C:7]2[C:12]([C:13]=1[NH:14][C:15]1[CH:16]=[C:17]([CH:22]=[C:23]([I:25])[CH:24]=1)[C:18]([OH:20])=[O:19])=[CH:11][CH:10]=[C:9]([C:26]1[C:27]([CH3:32])=[N:28][O:29][C:30]=1[CH3:31])[CH:8]=2)=[O:3], predict the reactants needed to synthesize it. (3) Given the product [CH3:1][O:2][C:3]([C:5]1[CH:9]=[CH:8][O:7][C:6]=1[C:10]1[CH:15]=[CH:14][CH:13]=[C:12]([NH2:16])[CH:11]=1)=[O:4], predict the reactants needed to synthesize it. The reactants are: [CH3:1][O:2][C:3]([C:5]1[CH:9]=[CH:8][O:7][C:6]=1[C:10]1[CH:15]=[CH:14][CH:13]=[C:12]([N+:16]([O-])=O)[CH:11]=1)=[O:4].[H][H]. (4) Given the product [C:26]([O:25][C:23]([NH:8][C@@H:9]([CH2:13][CH:14]1[CH2:15][CH2:16][CH:17]([CH3:20])[CH2:18][CH2:19]1)[C:10]([OH:12])=[O:11])=[O:24])([CH3:29])([CH3:28])[CH3:27], predict the reactants needed to synthesize it. The reactants are: C(O)(C(F)(F)F)=O.[NH2:8][C@@H:9]([CH2:13][CH:14]1[CH2:19][CH2:18][CH:17]([CH3:20])[CH2:16][CH2:15]1)[C:10]([OH:12])=[O:11].[OH-].[K+].[C:23](O[C:23]([O:25][C:26]([CH3:29])([CH3:28])[CH3:27])=[O:24])([O:25][C:26]([CH3:29])([CH3:28])[CH3:27])=[O:24].C(=O)([O-])N. (5) The reactants are: Cl[C:2]1[N:7]=[C:6]([NH:8][C:9]([CH:11]2[CH2:13][CH2:12]2)=[O:10])[CH:5]=[C:4]([C:14]([F:17])([F:16])[F:15])[CH:3]=1.CC1(C)C(C)(C)OB([C:26]2[O:30][C:29]([Si](C(C)C)(C(C)C)C(C)C)=[N:28][CH:27]=2)O1.C(=O)([O-])[O-].[Na+].[Na+]. Given the product [O:30]1[C:26]([C:2]2[N:7]=[C:6]([NH:8][C:9]([CH:11]3[CH2:13][CH2:12]3)=[O:10])[CH:5]=[C:4]([C:14]([F:17])([F:16])[F:15])[CH:3]=2)=[CH:27][N:28]=[CH:29]1, predict the reactants needed to synthesize it. (6) Given the product [F:24][C:22]1[CH:23]=[C:18]([CH:19]=[C:20]([F:25])[CH:21]=1)[CH2:17][C@H:8]([NH2:7])[C@@H:9]([OH:16])[C@@H:10]([OH:15])[CH2:11][CH2:12][CH2:13][CH3:14].[ClH:27], predict the reactants needed to synthesize it. The reactants are: C(OC(=O)[NH:7][C@@H:8]([CH2:17][C:18]1[CH:23]=[C:22]([F:24])[CH:21]=[C:20]([F:25])[CH:19]=1)[C@@H:9]([OH:16])[C@@H:10]([OH:15])[CH2:11][CH2:12][CH2:13][CH3:14])(C)(C)C.[ClH:27]. (7) The reactants are: [CH3:1][CH:2]([O:4][C:5]1[CH:6]=[C:7]([O:20][C:21]2[CH:31]=[CH:30][C:24]([C:25]([O:27]CC)=[O:26])=[CH:23][CH:22]=2)[CH:8]=[C:9]([C:11]([NH:13][C:14]2[S:18][N:17]=[C:16]([CH3:19])[N:15]=2)=[O:12])[CH:10]=1)[CH3:3].O.[OH-].[Li+]. Given the product [CH3:3][CH:2]([O:4][C:5]1[CH:6]=[C:7]([O:20][C:21]2[CH:22]=[CH:23][C:24]([C:25]([OH:27])=[O:26])=[CH:30][CH:31]=2)[CH:8]=[C:9]([C:11]([NH:13][C:14]2[S:18][N:17]=[C:16]([CH3:19])[N:15]=2)=[O:12])[CH:10]=1)[CH3:1], predict the reactants needed to synthesize it. (8) Given the product [C:17]1([C:23]2[N:24]=[C:25]([N:28]3[CH2:32][CH2:31][CH:30]([C:33]([NH:11][C:10]4[CH:12]=[CH:13][CH:14]=[C:8]([C:5]5[N:4]=[C:3]([C:2]([F:15])([F:1])[F:16])[O:7][N:6]=5)[CH:9]=4)=[O:34])[CH2:29]3)[S:26][CH:27]=2)[CH:18]=[CH:19][CH:20]=[CH:21][CH:22]=1, predict the reactants needed to synthesize it. The reactants are: [F:1][C:2]([F:16])([F:15])[C:3]1[O:7][N:6]=[C:5]([C:8]2[CH:9]=[C:10]([CH:12]=[CH:13][CH:14]=2)[NH2:11])[N:4]=1.[C:17]1([C:23]2[N:24]=[C:25]([N:28]3[CH2:32][CH2:31][CH:30]([C:33](O)=[O:34])[CH2:29]3)[S:26][CH:27]=2)[CH:22]=[CH:21][CH:20]=[CH:19][CH:18]=1.